Task: Predict the reaction yield, written as a fraction of the theoretical maximum amount of product (1.0 means a 100% yield; for example, 0.34 means a 34% yield).. Dataset: Reaction yield outcomes from USPTO patents with 853,638 reactions (1) The reactants are [C:1]([C:4]1[N:9]=[C:8]([CH2:10][N:11]2[CH2:15][CH2:14][N:13]([C@@H:16]([C:48]([CH3:51])([CH3:50])[CH3:49])[C:17]([NH:19][C@@H:20]([CH2:41][C:42]3[CH:47]=[CH:46][CH:45]=[CH:44][CH:43]=3)[C@H:21]([OH:40])[CH2:22][N:23]([S:28]([C:31]3[CH:36]=[CH:35][C:34](/[CH:37]=[N:38]/[OH:39])=[CH:33][CH:32]=3)(=[O:30])=[O:29])[CH2:24][CH:25]([CH3:27])[CH3:26])=[O:18])[C:12]2=[O:52])[CH:7]=[CH:6][CH:5]=1)(=[O:3])[CH3:2].[BH4-].[Na+]. The product is [CH2:41]([C@H:20]([NH:19][C:17](=[O:18])[C@@H:16]([N:13]1[CH2:14][CH2:15][N:11]([CH2:10][C:8]2[CH:7]=[CH:6][CH:5]=[C:4]([CH:1]([OH:3])[CH3:2])[N:9]=2)[C:12]1=[O:52])[C:48]([CH3:50])([CH3:51])[CH3:49])[C@H:21]([OH:40])[CH2:22][N:23]([S:28]([C:31]1[CH:32]=[CH:33][C:34](/[CH:37]=[N:38]/[OH:39])=[CH:35][CH:36]=1)(=[O:30])=[O:29])[CH2:24][CH:25]([CH3:27])[CH3:26])[C:42]1[CH:43]=[CH:44][CH:45]=[CH:46][CH:47]=1. The yield is 0.960. The catalyst is CO. (2) The reactants are [CH3:1][O:2][C:3]1[CH:4]=[CH:5][CH:6]=[C:7]2[C:12]=1[N:11]=[C:10]([C:13]1[CH:18]=[CH:17][CH:16]=[CH:15][C:14]=1[C:19]([F:22])([F:21])[F:20])[NH:9][C:8]2=O.Cl.C(N(CC)CC)C.O=P(Cl)(Cl)[Cl:34]. No catalyst specified. The product is [Cl:34][C:8]1[C:7]2[C:12](=[C:3]([O:2][CH3:1])[CH:4]=[CH:5][CH:6]=2)[N:11]=[C:10]([C:13]2[CH:18]=[CH:17][CH:16]=[CH:15][C:14]=2[C:19]([F:22])([F:21])[F:20])[N:9]=1. The yield is 0.890. (3) The reactants are [Cl:1][C:2]1[CH:7]=[CH:6][C:5]([OH:8])=[CH:4][C:3]=1[N+:9]([O-:11])=[O:10].[CH2:12](Br)[C:13]1[CH:18]=[CH:17][CH:16]=[CH:15][CH:14]=1.C([O-])([O-])=O.[K+].[K+]. The catalyst is CC(C)=O. The product is [CH2:12]([O:8][C:5]1[CH:6]=[CH:7][C:2]([Cl:1])=[C:3]([N+:9]([O-:11])=[O:10])[CH:4]=1)[C:13]1[CH:18]=[CH:17][CH:16]=[CH:15][CH:14]=1. The yield is 0.950. (4) The reactants are [NH2:1][C:2]1[NH:6][CH:5]=[N:4][C:3]=1[C:7](N)=[O:8].[CH2:10]([OH:12])[CH3:11]. The catalyst is CS(O)(=O)=O. The product is [CH2:10]([O:12][C:7]([C:3]1[N:4]=[CH:5][NH:6][C:2]=1[NH2:1])=[O:8])[CH3:11]. The yield is 0.450.